Dataset: Forward reaction prediction with 1.9M reactions from USPTO patents (1976-2016). Task: Predict the product of the given reaction. (1) Given the reactants [Cl:1][C:2]1[CH:10]=[CH:9][C:8]2[NH:7][C:6]3[CH2:11][CH2:12][N:13]([CH3:15])[CH2:14][C:5]=3[C:4]=2[CH:3]=1.P([O-])([O-])([O-])=O.[K+].[K+].[K+].N1CCC[C@H]1C(O)=O.Br[CH:33]=[C:34]([CH:36]1[CH2:41][CH2:40][CH2:39][CH2:38][CH2:37]1)[CH3:35], predict the reaction product. The product is: [Cl:1][C:2]1[CH:10]=[CH:9][C:8]2[N:7](/[CH:33]=[C:34](/[CH:36]3[CH2:41][CH2:40][CH2:39][CH2:38][CH2:37]3)\[CH3:35])[C:6]3[CH2:11][CH2:12][N:13]([CH3:15])[CH2:14][C:5]=3[C:4]=2[CH:3]=1. (2) Given the reactants [CH3:1][O:2][C:3](=[O:32])[C:4]([NH:7][C:8]([C:10]1[C:15]([O:16]CC2C=CC=CC=2)=[CH:14][C:13]([O:24]CC2C=CC=CC=2)=[CH:12][N:11]=1)=[O:9])([CH3:6])[CH3:5], predict the reaction product. The product is: [CH3:1][O:2][C:3](=[O:32])[C:4]([NH:7][C:8]([C:10]1[C:15]([OH:16])=[CH:14][C:13]([OH:24])=[CH:12][N:11]=1)=[O:9])([CH3:6])[CH3:5].